From a dataset of Full USPTO retrosynthesis dataset with 1.9M reactions from patents (1976-2016). Predict the reactants needed to synthesize the given product. Given the product [CH3:7][O:8][C:9]([CH3:14])=[O:10].[CH3:20][CH2:21][CH2:16][CH2:17][CH2:18][CH3:19].[CH2:1]([O:3][CH2:4][C:5]#[C:6][CH2:7][OH:8])[CH3:2], predict the reactants needed to synthesize it. The reactants are: [CH2:1]([O:3][CH2:4][C:5]#[C:6][CH2:7][O:8][CH:9]1[CH2:14]CCC[O:10]1)[CH3:2].O.[C:16]1(C)[CH:21]=[CH:20][C:19](S(O)(=O)=O)=[CH:18][CH:17]=1.C(=O)([O-])[O-].[Na+].[Na+].